Task: Predict the product of the given reaction.. Dataset: Forward reaction prediction with 1.9M reactions from USPTO patents (1976-2016) (1) The product is: [Cl:7][CH2:8][CH2:9][N:4]1[CH2:5][CH2:6][C@@H:2]([OH:1])[CH2:3]1. Given the reactants [OH:1][C@@H:2]1[CH2:6][CH2:5][NH:4][CH2:3]1.[Cl:7][CH2:8][CH:9]=O.C([O-])(O)=O.[Na+], predict the reaction product. (2) Given the reactants Cl[C:2]1[N:7]=[CH:6][C:5]([CH2:8][C:9]([NH2:11])=[O:10])=[C:4]([NH:12][CH2:13][C:14]2[CH:19]=[C:18]([F:20])[CH:17]=[C:16]([F:21])[CH:15]=2)[CH:3]=1.[CH3:22][C:23]1[CH:28]=[CH:27][C:26]([S:29]([N:32]2[C:36]3=[N:37][CH:38]=[CH:39][CH:40]=[C:35]3[C:34](B(O)O)=[CH:33]2)(=[O:31])=[O:30])=[CH:25][CH:24]=1.C(=O)([O-])[O-].[Na+].[Na+], predict the reaction product. The product is: [F:21][C:16]1[CH:15]=[C:14]([CH:19]=[C:18]([F:20])[CH:17]=1)[CH2:13][NH:12][C:4]1[CH:3]=[C:2]([C:34]2[C:35]3[C:36](=[N:37][CH:38]=[CH:39][CH:40]=3)[N:32]([S:29]([C:26]3[CH:27]=[CH:28][C:23]([CH3:22])=[CH:24][CH:25]=3)(=[O:31])=[O:30])[CH:33]=2)[N:7]=[CH:6][C:5]=1[CH2:8][C:9]([NH2:11])=[O:10]. (3) Given the reactants C1C=CC(P(C2C=CC=CC=2)C2C=CC=CC=2)=CC=1.[Br:20][CH2:21][CH2:22][CH2:23][OH:24].[CH3:25][O:26][C:27](=[O:39])[C:28]1[CH:33]=[C:32]([Cl:34])[C:31]([N+:35]([O-:37])=[O:36])=[CH:30][C:29]=1O, predict the reaction product. The product is: [CH3:25][O:26][C:27](=[O:39])[C:28]1[CH:33]=[C:32]([Cl:34])[C:31]([N+:35]([O-:37])=[O:36])=[CH:30][C:29]=1[O:24][CH2:23][CH2:22][CH2:21][Br:20].